From a dataset of Full USPTO retrosynthesis dataset with 1.9M reactions from patents (1976-2016). Predict the reactants needed to synthesize the given product. Given the product [C:9](=[O:10])([O:11][C:12]([CH3:15])([CH3:14])[CH3:13])[O:8][C:5]1[CH:6]=[N:7][C:2]([Br:1])=[CH:3][CH:4]=1, predict the reactants needed to synthesize it. The reactants are: [Br:1][C:2]1[N:7]=[CH:6][C:5]([OH:8])=[CH:4][CH:3]=1.[C:9](O[C:9]([O:11][C:12]([CH3:15])([CH3:14])[CH3:13])=[O:10])([O:11][C:12]([CH3:15])([CH3:14])[CH3:13])=[O:10].